Dataset: Peptide-MHC class II binding affinity with 134,281 pairs from IEDB. Task: Regression. Given a peptide amino acid sequence and an MHC pseudo amino acid sequence, predict their binding affinity value. This is MHC class II binding data. (1) The peptide sequence is EKKYFACTQFEPLAA. The MHC is DRB1_1602 with pseudo-sequence DRB1_1602. The binding affinity (normalized) is 0.607. (2) The peptide sequence is GNGVVALRNAQLVTF. The MHC is DRB1_0701 with pseudo-sequence DRB1_0701. The binding affinity (normalized) is 0.393. (3) The peptide sequence is AAATAGTVVYGAFAA. The MHC is HLA-DQA10501-DQB10301 with pseudo-sequence HLA-DQA10501-DQB10301. The binding affinity (normalized) is 0.677. (4) The MHC is DRB5_0101 with pseudo-sequence DRB5_0101. The binding affinity (normalized) is 0.648. The peptide sequence is SAAPLRTITADTFRK.